This data is from Reaction yield outcomes from USPTO patents with 853,638 reactions. The task is: Predict the reaction yield, written as a fraction of the theoretical maximum amount of product (1.0 means a 100% yield; for example, 0.34 means a 34% yield). The yield is 0.680. The catalyst is CN(C=O)C. The reactants are [CH2:1]([N:4]1[C:12]2[C:11](=[O:13])[NH:10][C:9](=[O:14])[NH:8][C:7]=2[N:6]=[CH:5]1)[CH:2]=[CH2:3].C([O-])([O-])=O.[K+].[K+].[CH2:21](I)[CH2:22][CH2:23][CH3:24]. The product is [CH2:21]([N:8]1[C:7]2[N:6]=[CH:5][N:4]([CH2:1][CH:2]=[CH2:3])[C:12]=2[C:11](=[O:13])[NH:10][C:9]1=[O:14])[CH2:22][CH2:23][CH3:24].